From a dataset of Forward reaction prediction with 1.9M reactions from USPTO patents (1976-2016). Predict the product of the given reaction. (1) Given the reactants [CH3:1][C:2]1[CH:9]=[C:8]([CH3:10])[CH:7]=[CH:6][C:3]=1[CH:4]=O.[H-].[Na+].C([C:15](CC)(P(O)(O)=O)[C:16]([O:18][CH3:19])=[O:17])C, predict the reaction product. The product is: [CH3:19][O:18][C:16](=[O:17])[CH:15]=[CH:4][C:3]1[CH:6]=[CH:7][C:8]([CH3:10])=[CH:9][C:2]=1[CH3:1]. (2) Given the reactants FC(F)(F)C(O)=O.[C:8]([NH:16][C:17]1[CH:29]=[C:28]([NH:30][CH2:31][CH2:32][CH2:33][C:34]2[CH:39]=[CH:38][CH:37]=[CH:36][CH:35]=2)[CH:27]=[CH:26][C:18]=1[C:19]([O:21]C(C)(C)C)=[O:20])(=[O:15])[C:9]1[CH:14]=[CH:13][CH:12]=[CH:11][CH:10]=1, predict the reaction product. The product is: [C:8]([NH:16][C:17]1[CH:29]=[C:28]([NH:30][CH2:31][CH2:32][CH2:33][C:34]2[CH:35]=[CH:36][CH:37]=[CH:38][CH:39]=2)[CH:27]=[CH:26][C:18]=1[C:19]([OH:21])=[O:20])(=[O:15])[C:9]1[CH:10]=[CH:11][CH:12]=[CH:13][CH:14]=1. (3) Given the reactants [C:1]([O:5][C:6]([NH:8][C@H:9]([CH2:14][C:15]1[CH:20]=[C:19]([F:21])[C:18]([F:22])=[CH:17][C:16]=1[F:23])[CH2:10][C:11]([OH:13])=O)=[O:7])([CH3:4])([CH3:3])[CH3:2].C1(P(C2C=CC=CC=2)C2C=CC=CC=2)C=CC=CC=1.[C:43]([O:47][CH2:48][C@H:49]1[NH:54][CH2:53][CH2:52][NH:51][C:50]1=[O:55])([CH3:46])([CH3:45])[CH3:44].C(O)(=O)CC(CC(O)=O)(C(O)=O)O, predict the reaction product. The product is: [C:43]([O:47][CH2:48][C@@H:49]1[C:50](=[O:55])[NH:51][CH2:52][CH2:53][N:54]1[C:11](=[O:13])[CH2:10][C@H:9]([NH:8][C:6](=[O:7])[O:5][C:1]([CH3:2])([CH3:3])[CH3:4])[CH2:14][C:15]1[CH:20]=[C:19]([F:21])[C:18]([F:22])=[CH:17][C:16]=1[F:23])([CH3:46])([CH3:44])[CH3:45]. (4) Given the reactants O=[C:2]([C:6]1[CH:11]=[CH:10][C:9]([Cl:12])=[CH:8][CH:7]=1)[C:3]([NH2:5])=[S:4].C([O-])(=O)C.[NH4+:17].[C:18]1(=O)[CH2:23][CH2:22][CH2:21][CH2:20][CH2:19]1, predict the reaction product. The product is: [Cl:12][C:9]1[CH:10]=[CH:11][C:6]([C:2]2[C:3](=[S:4])[NH:5][C:18]3([CH2:23][CH2:22][CH2:21][CH2:20][CH2:19]3)[N:17]=2)=[CH:7][CH:8]=1.